Dataset: Acute oral toxicity (LD50) regression data from Zhu et al.. Task: Regression/Classification. Given a drug SMILES string, predict its toxicity properties. Task type varies by dataset: regression for continuous values (e.g., LD50, hERG inhibition percentage) or binary classification for toxic/non-toxic outcomes (e.g., AMES mutagenicity, cardiotoxicity, hepatotoxicity). Dataset: ld50_zhu. (1) The molecule is ClCc1ccccc1CCl. The rat oral LD50 is 1.89, given as -log10 of the dose in mol/kg body weight (higher means more acutely toxic). (2) The compound is CC(=O)C1(O)CCC(c2ccccc2)CC1. The rat oral LD50 is 1.44, given as -log10 of the dose in mol/kg body weight (higher means more acutely toxic). (3) The drug is NC(=O)C(O)(c1ccccc1)c1ccccc1. The rat oral LD50 is 2.17, given as -log10 of the dose in mol/kg body weight (higher means more acutely toxic). (4) The molecule is CCN(CC)N=Nc1ccccc1. The rat oral LD50 is 2.53, given as -log10 of the dose in mol/kg body weight (higher means more acutely toxic). (5) The molecule is CC(=O)C1CCCC1=O. The rat oral LD50 is 2.16, given as -log10 of the dose in mol/kg body weight (higher means more acutely toxic).